This data is from Reaction yield outcomes from USPTO patents with 853,638 reactions. The task is: Predict the reaction yield, written as a fraction of the theoretical maximum amount of product (1.0 means a 100% yield; for example, 0.34 means a 34% yield). (1) The reactants are [C:1]1([CH3:13])[CH:6]=[CH:5][C:4]([S:7]([CH2:10][C:11]#[N:12])(=[O:9])=[O:8])=[CH:3][CH:2]=1.Br[CH2:15][CH2:16][CH2:17][CH2:18]Br. The catalyst is [Cl-].C([N+](CC)(CC)CC)C1C=CC=CC=1. The product is [C:1]1([CH3:13])[CH:2]=[CH:3][C:4]([S:7]([C:10]2([C:11]#[N:12])[CH2:18][CH2:17][CH2:16][CH2:15]2)(=[O:8])=[O:9])=[CH:5][CH:6]=1. The yield is 0.840. (2) The reactants are [Cl:1][C:2]1[CH:7]=[CH:6][C:5]([C:8]2[O:12][C:11]([CH3:14])([CH3:13])[C:10](=[O:15])[CH:9]=2)=[CH:4][CH:3]=1.C1C(=O)N([Br:23])C(=O)C1. The catalyst is C(Cl)(Cl)Cl.C(Cl)Cl. The product is [Br:23][C:9]1[C:10](=[O:15])[C:11]([CH3:13])([CH3:14])[O:12][C:8]=1[C:5]1[CH:6]=[CH:7][C:2]([Cl:1])=[CH:3][CH:4]=1. The yield is 0.510. (3) The reactants are [Br:1]Br.C1(P(C2C=CC=CC=2)C2C=CC=CC=2)C=CC=CC=1.N1C=CN=C1.[CH3:27][O:28][C:29](=[O:45])[C:30]1[CH:35]=[CH:34][C:33]([O:36][C:37]2[CH:42]=[CH:41][C:40]([CH2:43]O)=[CH:39][CH:38]=2)=[CH:32][CH:31]=1.C(=O)(O)[O-].[Na+]. The catalyst is ClCCl. The product is [CH3:27][O:28][C:29](=[O:45])[C:30]1[CH:35]=[CH:34][C:33]([O:36][C:37]2[CH:42]=[CH:41][C:40]([CH2:43][Br:1])=[CH:39][CH:38]=2)=[CH:32][CH:31]=1. The yield is 0.860. (4) The reactants are Br[C:2]1[C:3]([N:20]2[CH2:25][CH2:24][N:23]([C:26]([O:28][C:29]([CH3:32])([CH3:31])[CH3:30])=[O:27])[CH2:22][CH2:21]2)=[C:4]2[CH:10]=[N:9][N:8]([CH2:11][C:12]3[CH:17]=[CH:16][C:15]([O:18][CH3:19])=[CH:14][CH:13]=3)[C:5]2=[N:6][CH:7]=1.[C:33]1(B(O)O)[CH:38]=[CH:37][CH:36]=[CH:35][CH:34]=1.C([O-])([O-])=O.[Cs+].[Cs+]. The catalyst is O1CCOCC1.C1C=CC([P]([Pd]([P](C2C=CC=CC=2)(C2C=CC=CC=2)C2C=CC=CC=2)([P](C2C=CC=CC=2)(C2C=CC=CC=2)C2C=CC=CC=2)[P](C2C=CC=CC=2)(C2C=CC=CC=2)C2C=CC=CC=2)(C2C=CC=CC=2)C2C=CC=CC=2)=CC=1.O.CCOCC. The product is [CH3:19][O:18][C:15]1[CH:14]=[CH:13][C:12]([CH2:11][N:8]2[C:5]3=[N:6][CH:7]=[C:2]([C:33]4[CH:38]=[CH:37][CH:36]=[CH:35][CH:34]=4)[C:3]([N:20]4[CH2:21][CH2:22][N:23]([C:26]([O:28][C:29]([CH3:31])([CH3:30])[CH3:32])=[O:27])[CH2:24][CH2:25]4)=[C:4]3[CH:10]=[N:9]2)=[CH:17][CH:16]=1. The yield is 0.890. (5) The reactants are [NH2:1][C:2]1[CH:23]=[CH:22][C:5]([O:6][C:7]2[CH:8]=[CH:9][C:10]3[N:11]([CH:13]=[C:14]([NH:16][C:17]([CH:19]4[CH2:21][CH2:20]4)=[O:18])[N:15]=3)[CH:12]=2)=[C:4]([F:24])[CH:3]=1.[Br:25][C:26]1[CH:31]=[C:30]([F:32])[CH:29]=[CH:28][C:27]=1[N:33]1[C:38]([CH3:39])=[CH:37][CH:36]=[C:35]([C:40](O)=[O:41])[C:34]1=[O:43].CN(C(ON1N=NC2C=CC=NC1=2)=[N+](C)C)C.F[P-](F)(F)(F)(F)F.C(N(CC)C(C)C)(C)C. The catalyst is CN(C)C=O. The product is [Br:25][C:26]1[CH:31]=[C:30]([F:32])[CH:29]=[CH:28][C:27]=1[N:33]1[C:38]([CH3:39])=[CH:37][CH:36]=[C:35]([C:40]([NH:1][C:2]2[CH:23]=[CH:22][C:5]([O:6][C:7]3[CH:8]=[CH:9][C:10]4[N:11]([CH:13]=[C:14]([NH:16][C:17]([CH:19]5[CH2:21][CH2:20]5)=[O:18])[N:15]=4)[CH:12]=3)=[C:4]([F:24])[CH:3]=2)=[O:41])[C:34]1=[O:43]. The yield is 0.520.